From a dataset of Full USPTO retrosynthesis dataset with 1.9M reactions from patents (1976-2016). Predict the reactants needed to synthesize the given product. (1) Given the product [C:1]([O:5][C:6]([N:8]1[CH2:12][CH2:11][C@H:10]([O:13][C:14]2[N:23]=[CH:22][C:17]3[O:18][CH2:19][CH2:20][N:21]([C:25]4[CH:30]=[N:29][C:28]([O:31][CH3:32])=[C:27]([CH3:33])[CH:26]=4)[C:16]=3[CH:15]=2)[CH2:9]1)=[O:7])([CH3:4])([CH3:2])[CH3:3], predict the reactants needed to synthesize it. The reactants are: [C:1]([O:5][C:6]([N:8]1[CH2:12][CH2:11][C@H:10]([O:13][C:14]2[N:23]=[CH:22][C:17]3[O:18][CH2:19][CH2:20][NH:21][C:16]=3[CH:15]=2)[CH2:9]1)=[O:7])([CH3:4])([CH3:3])[CH3:2].Br[C:25]1[CH:26]=[C:27]([CH3:33])[C:28]([O:31][CH3:32])=[N:29][CH:30]=1.CC(C1C=C(C(C)C)C(C2C=CC=CC=2P(C2CCCCC2)C2CCCCC2)=C(C(C)C)C=1)C.CC([O-])(C)C.[Na+]. (2) Given the product [CH2:1]([C@@:4]1([C:24]2[CH:29]=[CH:28][C:27]([F:30])=[CH:26][CH:25]=2)[O:9][C:8](=[O:10])[N:7]([C@H:11]2[CH2:16][CH2:15][CH2:14][NH:13][CH2:12]2)[CH2:6][CH2:5]1)[CH:2]=[CH2:3], predict the reactants needed to synthesize it. The reactants are: [CH2:1]([C@@:4]1([C:24]2[CH:29]=[CH:28][C:27]([F:30])=[CH:26][CH:25]=2)[O:9][C:8](=[O:10])[N:7]([C@H:11]2[CH2:16][CH2:15][CH2:14][N:13](C(OC(C)(C)C)=O)[CH2:12]2)[CH2:6][CH2:5]1)[CH:2]=[CH2:3].C(O)(C(F)(F)F)=O.C([O-])(O)=O.[Na+]. (3) Given the product [NH2:8][C@H:9]([C:38]1[CH:39]=[CH:40][CH:41]=[CH:42][CH:43]=1)[CH2:10][N:11]1[C:16](=[O:17])[C:15]([C:18]2[CH:23]=[CH:22][CH:21]=[CH:20][C:19]=2[Cl:24])=[CH:14][N:13]([CH2:25][C:26]2[C:31]([C:32]([F:34])([F:33])[F:35])=[CH:30][CH:29]=[CH:28][C:27]=2[F:36])[C:12]1=[O:37], predict the reactants needed to synthesize it. The reactants are: C(OC([NH:8][C@H:9]([C:38]1[CH:43]=[CH:42][CH:41]=[CH:40][CH:39]=1)[CH2:10][N:11]1[C:16](=[O:17])[C:15]([C:18]2[CH:23]=[CH:22][CH:21]=[CH:20][C:19]=2[Cl:24])=[CH:14][N:13]([CH2:25][C:26]2[C:31]([C:32]([F:35])([F:34])[F:33])=[CH:30][CH:29]=[CH:28][C:27]=2[F:36])[C:12]1=[O:37])=O)(C)(C)C.C(O)(C(F)(F)F)=O. (4) Given the product [NH2:1][C:2]1[N:3]=[C:4]([C:20]2[O:21][CH:22]=[CH:23][CH:24]=2)[C:5]([C:13]2[CH:14]=[CH:15][C:16](=[O:19])[N:17]([CH2:26][C:27]#[C:28][CH3:29])[CH:18]=2)=[C:6]([C:8]2[O:9][CH:10]=[CH:11][CH:12]=2)[N:7]=1, predict the reactants needed to synthesize it. The reactants are: [NH2:1][C:2]1[N:7]=[C:6]([C:8]2[O:9][CH:10]=[CH:11][CH:12]=2)[C:5]([C:13]2[CH:14]=[CH:15][C:16](=[O:19])[NH:17][CH:18]=2)=[C:4]([C:20]2[O:21][CH:22]=[CH:23][CH:24]=2)[N:3]=1.Br[CH2:26][C:27]#[C:28][CH3:29].